This data is from Peptide-MHC class I binding affinity with 185,985 pairs from IEDB/IMGT. The task is: Regression. Given a peptide amino acid sequence and an MHC pseudo amino acid sequence, predict their binding affinity value. This is MHC class I binding data. (1) The peptide sequence is FYHISTGGY. The MHC is HLA-A01:01 with pseudo-sequence HLA-A01:01. The binding affinity (normalized) is 0.258. (2) The peptide sequence is RVKQWVMDTL. The MHC is HLA-A02:03 with pseudo-sequence HLA-A02:03. The binding affinity (normalized) is 0.396. (3) The peptide sequence is AVGIGLRLV. The MHC is HLA-A02:01 with pseudo-sequence HLA-A02:01. The binding affinity (normalized) is 0.552. (4) The peptide sequence is YVPSAEDNY. The MHC is HLA-A03:01 with pseudo-sequence HLA-A03:01. The binding affinity (normalized) is 0.